This data is from Reaction yield outcomes from USPTO patents with 853,638 reactions. The task is: Predict the reaction yield, written as a fraction of the theoretical maximum amount of product (1.0 means a 100% yield; for example, 0.34 means a 34% yield). (1) The reactants are [CH3:1][O:2][C:3]1[CH:20]=[CH:19][C:6]([CH2:7][N:8]2[N:12]=[N:11][C:10]([CH2:13][C:14]([O:16]CC)=[O:15])=[N:9]2)=[CH:5][CH:4]=1.[OH-].[Li+]. The catalyst is O1CCCC1.CO.O. The product is [CH3:1][O:2][C:3]1[CH:20]=[CH:19][C:6]([CH2:7][N:8]2[N:12]=[N:11][C:10]([CH2:13][C:14]([OH:16])=[O:15])=[N:9]2)=[CH:5][CH:4]=1. The yield is 0.988. (2) The reactants are Cl[C:2]1[C:3]2[CH:30]=[C:29]([Cl:31])[CH:28]=[CH:27][C:4]=2[N:5]([CH2:18][C:19]2[CH:24]=[CH:23][C:22]([O:25][CH3:26])=[CH:21][CH:20]=2)[C:6](=[O:17])[CH:7]([CH2:9][C:10]2[CH:15]=[CH:14][CH:13]=[CH:12][C:11]=2[Cl:16])[N:8]=1.CC1(C)C(C)(C)OB([C:40]2[CH:41]=[C:42]([NH2:46])[CH:43]=[N:44][CH:45]=2)O1.[OH-].[Cs+]. The catalyst is O1CCOCC1.O.CCOC(C)=O.C1C=CC([P]([Pd]([P](C2C=CC=CC=2)(C2C=CC=CC=2)C2C=CC=CC=2)([P](C2C=CC=CC=2)(C2C=CC=CC=2)C2C=CC=CC=2)[P](C2C=CC=CC=2)(C2C=CC=CC=2)C2C=CC=CC=2)(C2C=CC=CC=2)C2C=CC=CC=2)=CC=1. The product is [NH2:46][C:42]1[CH:41]=[C:40]([C:2]2[C:3]3[CH:30]=[C:29]([Cl:31])[CH:28]=[CH:27][C:4]=3[N:5]([CH2:18][C:19]3[CH:20]=[CH:21][C:22]([O:25][CH3:26])=[CH:23][CH:24]=3)[C:6](=[O:17])[CH:7]([CH2:9][C:10]3[CH:15]=[CH:14][CH:13]=[CH:12][C:11]=3[Cl:16])[N:8]=2)[CH:45]=[N:44][CH:43]=1. The yield is 0.330. (3) The reactants are [CH2:1]([O:8][C:9]1[CH:17]=[C:16]([O:18][CH2:19][C:20]2[CH:25]=[CH:24][CH:23]=[CH:22][CH:21]=2)[C:15]([C:26]([CH3:28])=[CH2:27])=[CH:14][C:10]=1[C:11]([OH:13])=O)[C:2]1[CH:7]=[CH:6][CH:5]=[CH:4][CH:3]=1.[C:29](Cl)(=[O:33])[C:30](Cl)=[O:31].C([N:37]([CH2:40][CH3:41])[CH2:38][CH3:39])C. The catalyst is CN(C=O)C.C(Cl)Cl.C(OCC)(=O)C. The product is [CH2:1]([O:8][C:9]1[CH:17]=[C:16]([O:18][CH2:19][C:20]2[CH:21]=[CH:22][CH:23]=[CH:24][CH:25]=2)[C:15]([C:26]([CH3:28])=[CH2:27])=[CH:14][C:10]=1[C:11]([N:37]1[CH2:38][C:39]2[C:41](=[CH:3][CH:4]=[CH:5][C:6]=2[O:31][CH2:30][CH2:29][O:33][CH2:2][CH2:1][O:8][CH3:9])[CH2:40]1)=[O:13])[C:2]1[CH:3]=[CH:4][CH:5]=[CH:6][CH:7]=1. The yield is 1.00. (4) The reactants are [O:1]1[CH2:7][CH2:6][CH2:5][N:4]([CH2:8][C:9]2[O:17][C:16]3[C:15](Br)=[CH:14][N:13]([CH3:19])[C:12](=[O:20])[C:11]=3[CH:10]=2)[CH2:3][CH2:2]1.[O:21]1[CH2:26][CH2:25][CH:24]([CH2:27][O:28][C:29]2[CH:34]=[C:33](B3OC(C)(C)C(C)(C)O3)[CH:32]=[CH:31][N:30]=2)[CH2:23][CH2:22]1.C(=O)([O-])[O-].[K+].[K+]. The catalyst is C1(C)C=CC=CC=1.CCO.C(OCC)(=O)C.Cl[Pd](Cl)([P](C1C=CC=CC=1)(C1C=CC=CC=1)C1C=CC=CC=1)[P](C1C=CC=CC=1)(C1C=CC=CC=1)C1C=CC=CC=1. The product is [O:1]1[CH2:7][CH2:6][CH2:5][N:4]([CH2:8][C:9]2[O:17][C:16]3[C:15]([C:33]4[CH:32]=[CH:31][N:30]=[C:29]([O:28][CH2:27][CH:24]5[CH2:25][CH2:26][O:21][CH2:22][CH2:23]5)[CH:34]=4)=[CH:14][N:13]([CH3:19])[C:12](=[O:20])[C:11]=3[CH:10]=2)[CH2:3][CH2:2]1. The yield is 0.530. (5) The reactants are [F:1][C:2]1[CH:3]=[N:4][CH:5]=[CH:6][C:7]=1[CH:8]([C:10]1[C:19]([N+:20]([O-:22])=[O:21])=[C:18]2[C:13]([CH:14]=[CH:15][CH:16]=[N:17]2)=[CH:12][CH:11]=1)[OH:9].C1C=C[NH+]=CC=1.C1C=C[NH+]=CC=1.[O-][Cr](O[Cr]([O-])(=O)=O)(=O)=O. The catalyst is C(Cl)Cl. The product is [F:1][C:2]1[CH:3]=[N:4][CH:5]=[CH:6][C:7]=1[C:8]([C:10]1[C:19]([N+:20]([O-:22])=[O:21])=[C:18]2[C:13]([CH:14]=[CH:15][CH:16]=[N:17]2)=[CH:12][CH:11]=1)=[O:9]. The yield is 0.710. (6) The reactants are [C:1]1([C:7]2[CH:12]=[C:11]([CH:13]3[CH2:18][CH2:17][N:16]([CH2:19][CH2:20][N:21]4[CH2:26][CH2:25][O:24][CH2:23][CH2:22]4)[CH2:15][CH2:14]3)[CH:10]=[CH:9][C:8]=2[NH:27][C:28]([C:30]2[N:31](COCC[Si](C)(C)C)[CH:32]=[C:33]([C:35]#[N:36])[N:34]=2)=[O:29])[CH2:6][CH2:5][CH2:4][CH2:3][CH:2]=1.[C:45]([OH:51])([C:47]([F:50])([F:49])[F:48])=[O:46]. The catalyst is C(Cl)Cl.CCO. The product is [F:48][C:47]([F:50])([F:49])[C:45]([OH:51])=[O:46].[C:1]1([C:7]2[CH:12]=[C:11]([CH:13]3[CH2:18][CH2:17][N:16]([CH2:19][CH2:20][N:21]4[CH2:26][CH2:25][O:24][CH2:23][CH2:22]4)[CH2:15][CH2:14]3)[CH:10]=[CH:9][C:8]=2[NH:27][C:28]([C:30]2[NH:31][CH:32]=[C:33]([C:35]#[N:36])[N:34]=2)=[O:29])[CH2:6][CH2:5][CH2:4][CH2:3][CH:2]=1. The yield is 0.800. (7) The reactants are [C:1]([O:5][C:6]([NH:8][C@@H:9]1[C:23](=[O:24])[N:22]2[CH2:25][C@H:26]([O:28][C:29]3[N:30]=[C:31]4[C:36](=[C:37]5[C:42]=3[CH:41]=[CH:40][CH:39]=[CH:38]5)[CH:35]=[CH:34][CH:33]=[CH:32]4)[CH2:27][C@H:21]2[C:20](=[O:43])[NH:19][C@:18]2([C:45](O)=[O:46])[CH2:44][C@H:17]2[CH2:16][C:15]([F:49])([F:48])[CH2:14][CH2:13][CH2:12][CH2:11][CH2:10]1)=[O:7])([CH3:4])([CH3:3])[CH3:2].[CH:50]1([S:53]([NH2:56])(=[O:55])=[O:54])[CH2:52][CH2:51]1.N1CCCN2CCCCCC=12. The catalyst is ClC(Cl)C. The product is [CH:50]1([S:53]([NH:56][C:45]([C@@:18]23[CH2:44][C@H:17]2[CH2:16][C:15]([F:49])([F:48])[CH2:14][CH2:13][CH2:12][CH2:11][CH2:10][C@H:9]([NH:8][C:6](=[O:7])[O:5][C:1]([CH3:4])([CH3:3])[CH3:2])[C:23](=[O:24])[N:22]2[CH2:25][C@H:26]([O:28][C:29]4[N:30]=[C:31]5[C:36](=[C:37]6[C:42]=4[CH:41]=[CH:40][CH:39]=[CH:38]6)[CH:35]=[CH:34][CH:33]=[CH:32]5)[CH2:27][C@H:21]2[C:20](=[O:43])[NH:19]3)=[O:46])(=[O:55])=[O:54])[CH2:52][CH2:51]1. The yield is 0.790. (8) The reactants are [NH2:1][C:2]1[CH:10]=[CH:9][C:8]([Br:11])=[CH:7][C:3]=1C(O)=O.[CH3:12][Mg]Br.CC[O:17][CH2:18][CH3:19].Cl.[OH-].[Na+]. The catalyst is C1COCC1.C(OCC)(=O)C. The product is [NH2:1][C:2]1[CH:10]=[CH:9][C:8]([Br:11])=[CH:7][C:3]=1[C:18]([OH:17])([CH3:19])[CH3:12]. The yield is 0.570.